Task: Predict the product of the given reaction.. Dataset: Forward reaction prediction with 1.9M reactions from USPTO patents (1976-2016) (1) The product is: [OH:1][C:2]1[CH:3]=[C:4]([CH2:8][CH2:9][OH:10])[CH:5]=[CH:6][CH:7]=1. Given the reactants [OH:1][C:2]1[CH:3]=[C:4]([CH2:8][C:9](O)=[O:10])[CH:5]=[CH:6][CH:7]=1.O, predict the reaction product. (2) Given the reactants [OH:1][CH2:2][C:3]1[CH:8]=[CH:7][C:6](B(O)O)=[CH:5][CH:4]=1.Br[C:13]1[N:18]=[CH:17][C:16]([O:19][CH2:20][CH:21]2[CH2:26][CH2:25][N:24]([C:27]([O:29][CH:30]([CH3:32])[CH3:31])=[O:28])[CH2:23][CH2:22]2)=[CH:15][CH:14]=1.C([O-])([O-])=O.[Na+].[Na+], predict the reaction product. The product is: [OH:1][CH2:2][C:3]1[CH:8]=[CH:7][C:6]([C:13]2[N:18]=[CH:17][C:16]([O:19][CH2:20][CH:21]3[CH2:22][CH2:23][N:24]([C:27]([O:29][CH:30]([CH3:32])[CH3:31])=[O:28])[CH2:25][CH2:26]3)=[CH:15][CH:14]=2)=[CH:5][CH:4]=1. (3) Given the reactants [CH3:1][O:2][C:3]1[CH:4]=[C:5]([CH:11]=[CH:12][C:13]=1[O:14][CH3:15])[CH:6]=[CH:7][C:8]([OH:10])=[O:9].[C:16]([O:26][CH2:27][CH:28]1[O:30][CH2:29]1)(=[O:25])[CH:17]=[CH:18][C:19]1[CH:24]=[CH:23][CH:22]=[CH:21][CH:20]=1, predict the reaction product. The product is: [CH3:1][O:2][C:3]1[CH:4]=[C:5]([CH:6]=[CH:7][C:8]([O:10][CH2:29][CH:28]([OH:30])[CH2:27][O:26][C:16](=[O:25])/[CH:17]=[CH:18]/[C:19]2[CH:24]=[CH:23][CH:22]=[CH:21][CH:20]=2)=[O:9])[CH:11]=[CH:12][C:13]=1[O:14][CH3:15]. (4) Given the reactants OC1C=CC(OC)=CC=1C1(C(C2(C3C=C(OC)C=CC=3O)CC2)=O)CC1.[CH:27]1([C:30]([C:32]2[CH:37]=[C:36]([O:38][CH3:39])[CH:35]=[CH:34][C:33]=2[O:40]C)=[O:31])[CH2:29][CH2:28]1.[Cl:42]N1C(=O)CCC1=O.O, predict the reaction product. The product is: [CH:27]1([C:30]([C:32]2[CH:37]=[C:36]([O:38][CH3:39])[CH:35]=[C:34]([Cl:42])[C:33]=2[OH:40])=[O:31])[CH2:29][CH2:28]1. (5) Given the reactants ClC1[CH:7]=[C:6](NC2N=CN=C(NC(C3CC3)=O)C=2)[C:5](=O)[N:4]2[C:22]([C:27]3[CH:32]=[CH:31][CH:30]=[C:29](F)[CH:28]=3)(C)NC(=O)C=12.N1C=CN=C1.[Si:39](Cl)([C:42]([CH3:45])([CH3:44])[CH3:43])([CH3:41])[CH3:40].[OH2:47], predict the reaction product. The product is: [CH2:22]([NH:4][CH2:5][CH2:6][CH2:7][O:47][Si:39]([C:42]([CH3:45])([CH3:44])[CH3:43])([CH3:41])[CH3:40])[C:27]1[CH:28]=[CH:29][CH:30]=[CH:31][CH:32]=1. (6) The product is: [Cl:26][C:24]1[CH:23]=[CH:22][C:21]([O:27][CH2:28][C:29]2[CH:34]=[CH:33][C:32]([Br:35])=[CH:31][C:30]=2[F:36])=[C:20]([C:15]2[N:14]([C:6]3[CH:5]=[C:4]([C:9]([NH:10][C:11](=[O:13])[CH3:12])=[CH:8][CH:7]=3)[C:3]([OH:37])=[O:2])[C:18]([CH3:19])=[CH:17][CH:16]=2)[CH:25]=1. Given the reactants C[O:2][C:3](=[O:37])[C:4]1[C:9]([NH:10][C:11](=[O:13])[CH3:12])=[CH:8][CH:7]=[C:6]([N:14]2[C:18]([CH3:19])=[CH:17][CH:16]=[C:15]2[C:20]2[CH:25]=[C:24]([Cl:26])[CH:23]=[CH:22][C:21]=2[O:27][CH2:28][C:29]2[CH:34]=[CH:33][C:32]([Br:35])=[CH:31][C:30]=2[F:36])[CH:5]=1, predict the reaction product.